From a dataset of Catalyst prediction with 721,799 reactions and 888 catalyst types from USPTO. Predict which catalyst facilitates the given reaction. (1) Reactant: [NH2:1][C:2]1[CH:3]=[CH:4][C:5]([O:12][CH:13]([C:21]2[CH:26]=[CH:25][CH:24]=[CH:23][C:22]=2[Cl:27])[C:14]2[CH:19]=[CH:18][C:17]([F:20])=[CH:16][CH:15]=2)=[C:6]([CH:11]=1)[C:7]([O:9][CH3:10])=[O:8].[CH3:28][O:29][C:30]1[CH:31]=[C:32]([N:38]=[C:39]=[O:40])[CH:33]=[CH:34][C:35]=1[O:36][CH3:37]. Product: [CH3:28][O:29][C:30]1[CH:31]=[C:32]([NH:38][C:39]([NH:1][C:2]2[CH:3]=[CH:4][C:5]([O:12][CH:13]([C:21]3[CH:26]=[CH:25][CH:24]=[CH:23][C:22]=3[Cl:27])[C:14]3[CH:19]=[CH:18][C:17]([F:20])=[CH:16][CH:15]=3)=[C:6]([CH:11]=2)[C:7]([O:9][CH3:10])=[O:8])=[O:40])[CH:33]=[CH:34][C:35]=1[O:36][CH3:37]. The catalyst class is: 1. (2) Reactant: [C:1]([O:5][C:6]([N:8]([CH3:56])[C@@H:9]([CH3:55])[C:10]([NH:12][C@@H:13]([C:51]([CH3:54])([CH3:53])[CH3:52])[C:14]([N:16]1[C@H:25]([C:26](=[O:38])[NH:27][C@H:28]2[C:37]3[C:32](=[CH:33][CH:34]=[CH:35][CH:36]=3)[CH2:31][CH2:30][CH2:29]2)[CH2:24][C:23]2[C:18](=[CH:19][C:20]([O:39][CH2:40][C:41]3[CH:50]=[CH:49][C:44]([C:45]([O:47]C)=[O:46])=[CH:43][CH:42]=3)=[CH:21][CH:22]=2)[CH2:17]1)=[O:15])=[O:11])=[O:7])([CH3:4])([CH3:3])[CH3:2].[OH-].[Na+].Cl. Product: [C:1]([O:5][C:6]([N:8]([CH3:56])[C@@H:9]([CH3:55])[C:10]([NH:12][C@@H:13]([C:51]([CH3:54])([CH3:53])[CH3:52])[C:14]([N:16]1[C@H:25]([C:26](=[O:38])[NH:27][C@H:28]2[C:37]3[C:32](=[CH:33][CH:34]=[CH:35][CH:36]=3)[CH2:31][CH2:30][CH2:29]2)[CH2:24][C:23]2[C:18](=[CH:19][C:20]([O:39][CH2:40][C:41]3[CH:42]=[CH:43][C:44]([C:45]([OH:47])=[O:46])=[CH:49][CH:50]=3)=[CH:21][CH:22]=2)[CH2:17]1)=[O:15])=[O:11])=[O:7])([CH3:4])([CH3:3])[CH3:2]. The catalyst class is: 87. (3) Reactant: [NH2:1][C:2]1[C:3]([N:11]2[CH2:16][CH2:15][CH2:14][C:13]([NH:18][C:19](=[O:25])[O:20][C:21]([CH3:24])([CH3:23])[CH3:22])([CH3:17])[CH2:12]2)=[C:4]2[CH2:10][CH2:9][CH2:8][C:5]2=[N:6][CH:7]=1.[C:26]([O:30][C:31]([NH:33][C:34]1[S:38][C:37]([C:39]2[C:44]([F:45])=[CH:43][CH:42]=[CH:41][C:40]=2[F:46])=[N:36][C:35]=1[C:47](O)=[O:48])=[O:32])([CH3:29])([CH3:28])[CH3:27].CN(C(ON1N=NC2C=CC=NC1=2)=[N+](C)C)C.F[P-](F)(F)(F)(F)F.CCN(C(C)C)C(C)C. Product: [C:26]([O:30][C:31]([NH:33][C:34]1[S:38][C:37]([C:39]2[C:44]([F:45])=[CH:43][CH:42]=[CH:41][C:40]=2[F:46])=[N:36][C:35]=1[C:47]([NH:1][C:2]1[C:3]([N:11]2[CH2:16][CH2:15][CH2:14][C:13]([NH:18][C:19](=[O:25])[O:20][C:21]([CH3:24])([CH3:23])[CH3:22])([CH3:17])[CH2:12]2)=[C:4]2[CH2:10][CH2:9][CH2:8][C:5]2=[N:6][CH:7]=1)=[O:48])=[O:32])([CH3:29])([CH3:27])[CH3:28]. The catalyst class is: 121. (4) Reactant: [NH2:1][C:2]1[N:7]=[CH:6][N:5]=[C:4]([NH:8][C@H:9]([C:11]2[N:16]([C:17]3[CH:22]=[CH:21][CH:20]=[CH:19][CH:18]=3)[C:15](=[O:23])[C:14]3=[C:24]([CH3:27])[CH:25]=[CH:26][N:13]3[N:12]=2)[CH3:10])[C:3]=1Br.[F:29][C:30]1[CH:35]=[C:34]([OH:36])[CH:33]=[CH:32][C:31]=1[S:37]([N:40]1[C:48]2[C:43](=[C:44]([OH:52])[CH:45]=[C:46](B(O)O)[CH:47]=2)[CH:42]=[CH:41]1)(=[O:39])=[O:38].C(=O)([O-])[O-].[Cs+].[Cs+]. Product: [NH2:1][C:2]1[N:7]=[CH:6][N:5]=[C:4]([NH:8][C@H:9]([C:11]2[N:16]([C:17]3[CH:22]=[CH:21][CH:20]=[CH:19][CH:18]=3)[C:15](=[O:23])[C:14]3=[C:24]([CH3:27])[CH:25]=[CH:26][N:13]3[N:12]=2)[CH3:10])[C:3]=1[C:46]1[CH:47]=[C:48]2[C:43]([CH:42]=[CH:41][N:40]2[S:37]([C:31]2[CH:32]=[CH:33][C:34]([OH:36])=[CH:35][C:30]=2[F:29])(=[O:38])=[O:39])=[C:44]([OH:52])[CH:45]=1. The catalyst class is: 155. (5) Reactant: C(N(C(C)C)CC)(C)C.CCCP1(OP(CCC)(=O)OP(CCC)(=O)O1)=O.[Cl:28][C:29]1[CH:34]=[CH:33][C:32]([C:35]2[N:36]=[C:37]3[CH:42]=[CH:41][C:40]([C:43]([O-])=[O:44])=[CH:39][N:38]3[C:46]=2[CH2:47][OH:48])=[CH:31][CH:30]=1.[Na+].[N:50]1[CH:55]=[CH:54][CH:53]=[C:52]([CH2:56][NH2:57])[CH:51]=1. Product: [Cl:28][C:29]1[CH:30]=[CH:31][C:32]([C:35]2[N:36]=[C:37]3[CH:42]=[CH:41][C:40]([C:43]([NH:57][CH2:56][C:52]4[CH:51]=[N:50][CH:55]=[CH:54][CH:53]=4)=[O:44])=[CH:39][N:38]3[C:46]=2[CH2:47][OH:48])=[CH:33][CH:34]=1. The catalyst class is: 656. (6) Reactant: C([O-])(=O)C.[O:5]=[C:6]1[C@@H:9]([NH3+:10])[CH2:8][NH:7]1.CCN(C(C)C)C(C)C.[CH2:20]([O:31][C:32](N1C=CC=CC1=O)=[O:33])[CH2:21][CH2:22][CH2:23][CH2:24][CH2:25][CH2:26][CH2:27][CH2:28][C:29]#[CH:30]. Product: [CH2:20]([O:31][C:32](=[O:33])[NH:10][C@H:9]1[CH2:8][NH:7][C:6]1=[O:5])[CH2:21][CH2:22][CH2:23][CH2:24][CH2:25][CH2:26][CH2:27][CH2:28][C:29]#[CH:30]. The catalyst class is: 2.